This data is from Peptide-MHC class I binding affinity with 185,985 pairs from IEDB/IMGT. The task is: Regression. Given a peptide amino acid sequence and an MHC pseudo amino acid sequence, predict their binding affinity value. This is MHC class I binding data. (1) The peptide sequence is VERLKHGTF. The MHC is HLA-B08:01 with pseudo-sequence HLA-B08:01. The binding affinity (normalized) is 0.0847. (2) The peptide sequence is VWAANELD. The MHC is Mamu-B03 with pseudo-sequence Mamu-B03. The binding affinity (normalized) is 0. (3) The peptide sequence is ERSDKSYEH. The MHC is HLA-B58:01 with pseudo-sequence HLA-B58:01. The binding affinity (normalized) is 0.305. (4) The peptide sequence is AREAVMAFL. The MHC is H-2-Dd with pseudo-sequence H-2-Dd. The binding affinity (normalized) is 0. (5) The binding affinity (normalized) is 0. The MHC is HLA-A02:01 with pseudo-sequence HLA-A02:01. The peptide sequence is IRSEELSFT. (6) The peptide sequence is RPLMESELVI. The MHC is HLA-A30:01 with pseudo-sequence HLA-A30:01. The binding affinity (normalized) is 0. (7) The peptide sequence is FQWMGYELW. The MHC is HLA-B07:02 with pseudo-sequence HLA-B07:02. The binding affinity (normalized) is 0. (8) The binding affinity (normalized) is 0.340. The peptide sequence is VCYNFKVQF. The MHC is H-2-Kb with pseudo-sequence H-2-Kb. (9) The peptide sequence is SNIDFKIKK. The MHC is HLA-A26:01 with pseudo-sequence HLA-A26:01. The binding affinity (normalized) is 0.